This data is from Full USPTO retrosynthesis dataset with 1.9M reactions from patents (1976-2016). The task is: Predict the reactants needed to synthesize the given product. (1) Given the product [I-:1].[F:4][C:5]1([F:12])[CH2:10][CH2:9][CH:8]([Zn+:2])[CH2:7][CH2:6]1, predict the reactants needed to synthesize it. The reactants are: [I-:1].[Zn+2:2].[I-].[F:4][C:5]1([F:12])[CH2:10][CH2:9][CH:8](O)[CH2:7][CH2:6]1. (2) Given the product [CH3:24][O:25][CH2:26][C@@H:27]([NH:29][C:10]1[N:9]=[C:8]([C:6]2[N:5]=[CH:4][N:3]=[C:2]([NH:15][C:16]3[CH:17]=[CH:18][C:19]([C:22]#[N:23])=[N:20][CH:21]=3)[N:7]=2)[CH:13]=[CH:12][N:11]=1)[CH3:28], predict the reactants needed to synthesize it. The reactants are: Cl[C:2]1[N:7]=[C:6]([C:8]2[CH:13]=[CH:12][N:11]=[C:10](Cl)[N:9]=2)[N:5]=[CH:4][N:3]=1.[NH2:15][C:16]1[CH:17]=[CH:18][C:19]([C:22]#[N:23])=[N:20][CH:21]=1.[CH3:24][O:25][CH2:26][C@@H:27]([NH2:29])[CH3:28]. (3) Given the product [CH3:20][C:21]1[C:25]2[C:29](=[O:31])[C:28]3[C:27](=[CH:35][CH:34]=[CH:33][CH:32]=3)[NH:26][C:24]=2[N:23]([C:36]2[CH:41]=[CH:40][CH:39]=[CH:38][N:37]=2)[N:22]=1, predict the reactants needed to synthesize it. The reactants are: CS(O)(=O)=O.O=P12OP3(OP(OP(O3)(O1)=O)(=O)O2)=O.[CH3:20][C:21]1[CH:25]=[C:24]([NH:26][C:27]2[CH:35]=[CH:34][CH:33]=[CH:32][C:28]=2[C:29]([OH:31])=O)[N:23]([C:36]2[CH:41]=[CH:40][CH:39]=[CH:38][N:37]=2)[N:22]=1.[OH-].[Na+].